This data is from Catalyst prediction with 721,799 reactions and 888 catalyst types from USPTO. The task is: Predict which catalyst facilitates the given reaction. (1) Reactant: [Br:1][C:2]1[CH:15]=[CH:14][C:5]2[O:6][CH2:7][CH2:8][C:9]([CH2:12]O)=[C:10]([CH3:11])[C:4]=2[CH:3]=1.CCN(C(C)C)C(C)C.CS([Cl:29])(=O)=O.C(OCC)C. The catalyst class is: 4. Product: [Br:1][C:2]1[CH:15]=[CH:14][C:5]2[O:6][CH2:7][CH2:8][C:9]([CH2:12][Cl:29])=[C:10]([CH3:11])[C:4]=2[CH:3]=1. (2) Reactant: [Cl:1][C:2]1[C:7]([Cl:8])=[CH:6][CH:5]=[CH:4][C:3]=1[S:9]([N:12]([C:21]1[C:26]([O:27][CH3:28])=[N:25][C:24]([S:29][CH2:30][Si](C)(C)C)=[CH:23][N:22]=1)[CH2:13][O:14][CH2:15][CH2:16][Si:17]([CH3:20])([CH3:19])[CH3:18])(=[O:11])=[O:10].[O:35]1[CH:39]=[CH:38][N:37]=[C:36]1[CH:40]=[O:41].[F-].C([N+](CCCC)(CCCC)CCCC)CCC. Product: [Cl:1][C:2]1[C:7]([Cl:8])=[CH:6][CH:5]=[CH:4][C:3]=1[S:9]([N:12]([C:21]1[C:26]([O:27][CH3:28])=[N:25][C:24]([S:29][CH2:30][CH:40]([OH:41])[C:36]2[O:35][CH:39]=[CH:38][N:37]=2)=[CH:23][N:22]=1)[CH2:13][O:14][CH2:15][CH2:16][Si:17]([CH3:18])([CH3:19])[CH3:20])(=[O:10])=[O:11]. The catalyst class is: 1.